From a dataset of Peptide-MHC class I binding affinity with 185,985 pairs from IEDB/IMGT. Regression. Given a peptide amino acid sequence and an MHC pseudo amino acid sequence, predict their binding affinity value. This is MHC class I binding data. (1) The peptide sequence is GTNTTTEDH. The MHC is HLA-A11:01 with pseudo-sequence HLA-A11:01. The binding affinity (normalized) is 0. (2) The peptide sequence is NQLYLTVSF. The MHC is HLA-A02:03 with pseudo-sequence HLA-A02:03. The binding affinity (normalized) is 0.0847. (3) The peptide sequence is RKWGLDFCY. The MHC is HLA-B08:01 with pseudo-sequence HLA-B08:01. The binding affinity (normalized) is 0.0847.